Binary Classification. Given a miRNA mature sequence and a target amino acid sequence, predict their likelihood of interaction. From a dataset of Experimentally validated miRNA-target interactions with 360,000+ pairs, plus equal number of negative samples. The protein sequence of the target gene is MFSALKKLVGSEQAPGRDKNIPAGLQSMNQALQRRFAKGVQYNMKIVIRGDRNTGKTALWHRLQGKKFVEEYIPTQEIQVTSIHWNYKTTDDVVKVEVWDVVDKGKCKKRGDGLKTENDPQEAESELALDAEFLDVYKNCNGVVMMFDITKQWTFNYVLRELPKVPTHVPVCVLGNYRDMGEHRVILPDDVRDFIEHLDRPPGSSYFRYAESSMKNSFGLKYLHKFFNIPFLQLQRETLLRQLETNQLDIDATLEELSVQQETEDQNYSIFLEMMEARSRGHASPLAANGQSPSSGSQSP.... The miRNA is hsa-miR-29a-5p with sequence ACUGAUUUCUUUUGGUGUUCAG. Result: 0 (no interaction).